Dataset: Catalyst prediction with 721,799 reactions and 888 catalyst types from USPTO. Task: Predict which catalyst facilitates the given reaction. (1) Reactant: [NH2:1][C:2]1[CH:3]=[C:4]([CH:15]=[C:16]([O:18][CH3:19])[CH:17]=1)[O:5][CH2:6][CH2:7][O:8][CH2:9][CH2:10][O:11][CH2:12][CH2:13][OH:14].[C:20]([C:24]1[CH:28]=[C:27]([NH:29][C:30]([NH:32][C:33]2[CH:38]=[CH:37][C:36]([O:39][C:40]3[CH:45]=[CH:44][N:43]=[C:42](Cl)[N:41]=3)=[C:35]([Cl:47])[C:34]=2[Cl:48])=[O:31])[N:26]([C:49]2[CH:54]=[CH:53][C:52]([CH3:55])=[CH:51][CH:50]=2)[N:25]=1)([CH3:23])([CH3:22])[CH3:21].C([O-])(O)=O.[Na+]. Product: [C:20]([C:24]1[CH:28]=[C:27]([NH:29][C:30]([NH:32][C:33]2[CH:38]=[CH:37][C:36]([O:39][C:40]3[CH:45]=[CH:44][N:43]=[C:42]([NH:1][C:2]4[CH:17]=[C:16]([O:18][CH3:19])[CH:15]=[C:4]([O:5][CH2:6][CH2:7][O:8][CH2:9][CH2:10][O:11][CH2:12][CH2:13][OH:14])[CH:3]=4)[N:41]=3)=[C:35]([Cl:47])[C:34]=2[Cl:48])=[O:31])[N:26]([C:49]2[CH:54]=[CH:53][C:52]([CH3:55])=[CH:51][CH:50]=2)[N:25]=1)([CH3:23])([CH3:22])[CH3:21]. The catalyst class is: 3. (2) Reactant: ClC(Cl)(Cl)C[O:4][C:5]([C@@H:7]1[CH2:12][CH2:11][CH2:10][N:9]([C:13](=[O:53])[C@@H:14]([NH:16][C:17](=[O:52])[C@@H:18]([O:22][C:23](=[O:51])[C:24]([CH2:49][F:50])([CH2:47][F:48])/[CH:25]=[CH:26]/[C:27]2[CH:36]=[C:35]3[C:30]([CH:31]=[CH:32][C:33]([C@H:37]([NH:39][C:40]([O:42][C:43]([CH3:46])([CH3:45])[CH3:44])=[O:41])[CH3:38])=[N:34]3)=[CH:29][CH:28]=2)[CH:19]([CH3:21])[CH3:20])[CH3:15])[NH:8]1)=[O:6].[OH-].[Na+].Cl. Product: [C:43]([O:42][C:40]([NH:39][C@@H:37]([C:33]1[CH:32]=[CH:31][C:30]2[C:35](=[CH:36][C:27](/[CH:26]=[CH:25]/[C:24]([CH2:47][F:48])([CH2:49][F:50])[C:23]([O:22][C@@H:18]([CH:19]([CH3:20])[CH3:21])[C:17]([NH:16][C@@H:14]([CH3:15])[C:13]([N:9]3[CH2:10][CH2:11][CH2:12][C@@H:7]([C:5]([OH:6])=[O:4])[NH:8]3)=[O:53])=[O:52])=[O:51])=[CH:28][CH:29]=2)[N:34]=1)[CH3:38])=[O:41])([CH3:46])([CH3:44])[CH3:45]. The catalyst class is: 7. (3) Reactant: Cl.[Cl:2][C:3]1[CH:28]=[CH:27][C:6]([C:7]([CH:9]2[CH2:14][CH2:13][N:12]([CH2:15][CH2:16][NH:17][C:18](=[O:26])[C:19]3[CH:24]=[CH:23][CH:22]=[C:21]([OH:25])[CH:20]=3)[CH2:11][CH2:10]2)=[O:8])=[CH:5][CH:4]=1.Cl[CH2:30][C:31]([NH:33][CH3:34])=[O:32].O.Cl. Product: [ClH:2].[Cl:2][C:3]1[CH:4]=[CH:5][C:6]([C:7]([CH:9]2[CH2:10][CH2:11][N:12]([CH2:15][CH2:16][NH:17][C:18](=[O:26])[C:19]3[CH:24]=[CH:23][CH:22]=[C:21]([O:25][CH2:30][C:31]([NH:33][CH3:34])=[O:32])[CH:20]=3)[CH2:13][CH2:14]2)=[O:8])=[CH:27][CH:28]=1. The catalyst class is: 39. (4) Reactant: [N+:1]([C:4]1[CH:5]=[C:6]2[CH2:12][C:11]3([CH:17]4[CH2:18][CH2:19][N:14]([CH2:15][CH2:16]4)[CH2:13]3)[O:10][C:7]2=[N:8][CH:9]=1)([O-])=O.[H][H]. Product: [NH2:1][C:4]1[CH:5]=[C:6]2[CH2:12][C:11]3([CH:17]4[CH2:16][CH2:15][N:14]([CH2:19][CH2:18]4)[CH2:13]3)[O:10][C:7]2=[N:8][CH:9]=1. The catalyst class is: 43.